Dataset: Full USPTO retrosynthesis dataset with 1.9M reactions from patents (1976-2016). Task: Predict the reactants needed to synthesize the given product. (1) Given the product [C:28]([O:32][C:33]([N:6]1[C:7]2[CH:12]=[N:11][C:10]([C:13]#[N:14])=[CH:9][C:8]=2[C:4]2[CH:3]=[C:2]([C:22]3[CH:23]=[CH:24][C:19]([CH2:18][OH:43])=[CH:20][CH:21]=3)[CH:16]=[N:15][C:5]1=2)=[O:34])([CH3:31])([CH3:30])[CH3:29], predict the reactants needed to synthesize it. The reactants are: Br[C:2]1[CH:16]=[N:15][C:5]2[NH:6][C:7]3[CH:12]=[N:11][C:10]([C:13]#[N:14])=[CH:9][C:8]=3[C:4]=2[CH:3]=1.Br[CH2:18][C:19]1[CH:24]=[CH:23][C:22](B(O)O)=[CH:21][CH:20]=1.[C:28]([O:32][C:33](O[C:33]([O:32][C:28]([CH3:31])([CH3:30])[CH3:29])=[O:34])=[O:34])([CH3:31])([CH3:30])[CH3:29].[OH2:43]. (2) Given the product [CH3:8][S:7][C:6]1[CH:5]=[CH:4][S:3][C:2]=1[C:10]1[CH:15]=[CH:14][CH:13]=[CH:12][CH:11]=1, predict the reactants needed to synthesize it. The reactants are: I[C:2]1[S:3][CH:4]=[CH:5][C:6]=1[S:7][CH3:8].Br[C:10]1[CH:15]=[CH:14][C:13](B(O)O)=[CH:12][CH:11]=1.C(=O)([O-])[O-].[K+].[K+].N#N. (3) Given the product [NH2:1][C:2]1[N:3]([CH3:24])[C:4](=[O:23])[C:5]2([C:15]3[C:10](=[CH:11][CH:12]=[C:13]([C:25]4[CH:30]=[CH:29][CH:28]=[CH:27][CH:26]=4)[CH:14]=3)[O:9][CH:8]([C:17]3[CH:22]=[CH:21][CH:20]=[CH:19][CH:18]=3)[CH2:7]2)[N:6]=1, predict the reactants needed to synthesize it. The reactants are: [NH2:1][C:2]1[N:3]([CH3:24])[C:4](=[O:23])[C:5]2([C:15]3[C:10](=[CH:11][CH:12]=[C:13](Br)[CH:14]=3)[O:9][CH:8]([C:17]3[CH:22]=[CH:21][CH:20]=[CH:19][CH:18]=3)[CH2:7]2)[N:6]=1.[C:25]1(B(O)O)[CH:30]=[CH:29][CH:28]=[CH:27][CH:26]=1.